Dataset: NCI-60 drug combinations with 297,098 pairs across 59 cell lines. Task: Regression. Given two drug SMILES strings and cell line genomic features, predict the synergy score measuring deviation from expected non-interaction effect. (1) Drug 1: CCC(=C(C1=CC=CC=C1)C2=CC=C(C=C2)OCCN(C)C)C3=CC=CC=C3.C(C(=O)O)C(CC(=O)O)(C(=O)O)O. Drug 2: C1C(C(OC1N2C=NC3=C2NC=NCC3O)CO)O. Cell line: SK-OV-3. Synergy scores: CSS=-0.106, Synergy_ZIP=0.390, Synergy_Bliss=0.0386, Synergy_Loewe=-0.977, Synergy_HSA=-1.05. (2) Drug 1: C1=CC(=CC=C1CCCC(=O)O)N(CCCl)CCCl. Drug 2: CC1CCC2CC(C(=CC=CC=CC(CC(C(=O)C(C(C(=CC(C(=O)CC(OC(=O)C3CCCCN3C(=O)C(=O)C1(O2)O)C(C)CC4CCC(C(C4)OC)O)C)C)O)OC)C)C)C)OC. Cell line: A549. Synergy scores: CSS=39.4, Synergy_ZIP=-5.63, Synergy_Bliss=-5.46, Synergy_Loewe=-0.952, Synergy_HSA=1.03. (3) Drug 1: C1CCC(CC1)NC(=O)N(CCCl)N=O. Drug 2: C1=CC=C(C(=C1)C(C2=CC=C(C=C2)Cl)C(Cl)Cl)Cl. Cell line: A549. Synergy scores: CSS=15.2, Synergy_ZIP=-6.88, Synergy_Bliss=1.26, Synergy_Loewe=-9.03, Synergy_HSA=0.409. (4) Drug 1: CC1=C(C=C(C=C1)NC2=NC=CC(=N2)N(C)C3=CC4=NN(C(=C4C=C3)C)C)S(=O)(=O)N.Cl. Drug 2: CCCCC(=O)OCC(=O)C1(CC(C2=C(C1)C(=C3C(=C2O)C(=O)C4=C(C3=O)C=CC=C4OC)O)OC5CC(C(C(O5)C)O)NC(=O)C(F)(F)F)O. Cell line: NCI/ADR-RES. Synergy scores: CSS=1.63, Synergy_ZIP=0.223, Synergy_Bliss=0.983, Synergy_Loewe=-1.27, Synergy_HSA=-0.383. (5) Drug 1: CN(C)N=NC1=C(NC=N1)C(=O)N. Drug 2: CNC(=O)C1=NC=CC(=C1)OC2=CC=C(C=C2)NC(=O)NC3=CC(=C(C=C3)Cl)C(F)(F)F. Cell line: HCT-15. Synergy scores: CSS=13.2, Synergy_ZIP=-1.59, Synergy_Bliss=2.17, Synergy_Loewe=-8.72, Synergy_HSA=0.908. (6) Cell line: HT29. Drug 1: CC1=CC=C(C=C1)C2=CC(=NN2C3=CC=C(C=C3)S(=O)(=O)N)C(F)(F)F. Synergy scores: CSS=0.750, Synergy_ZIP=-1.23, Synergy_Bliss=-0.827, Synergy_Loewe=-2.67, Synergy_HSA=-2.55. Drug 2: CS(=O)(=O)OCCCCOS(=O)(=O)C. (7) Drug 1: CN(C)N=NC1=C(NC=N1)C(=O)N. Drug 2: CC1=C(C(=O)C2=C(C1=O)N3CC4C(C3(C2COC(=O)N)OC)N4)N. Cell line: OVCAR-4. Synergy scores: CSS=2.83, Synergy_ZIP=-1.85, Synergy_Bliss=-1.47, Synergy_Loewe=-8.64, Synergy_HSA=-1.86.